This data is from Catalyst prediction with 721,799 reactions and 888 catalyst types from USPTO. The task is: Predict which catalyst facilitates the given reaction. (1) Reactant: C(OC([N:8]1[CH2:13][CH2:12][CH:11]([NH:14][C:15](=[O:25])[CH2:16][C:17]2[CH:22]=[CH:21][C:20]([C:23]#[N:24])=[CH:19][CH:18]=2)[CH2:10][CH2:9]1)=O)(C)(C)C.Cl.O1CCOCC1. Product: [C:23]([C:20]1[CH:19]=[CH:18][C:17]([CH2:16][C:15]([NH:14][CH:11]2[CH2:12][CH2:13][NH:8][CH2:9][CH2:10]2)=[O:25])=[CH:22][CH:21]=1)#[N:24]. The catalyst class is: 8. (2) Reactant: [Cl:1][C:2]1[CH:7]=[CH:6][CH:5]=[C:4]([F:8])[C:3]=1[C:9]([F:12])([F:11])[F:10].C([Li])(CC)C.C1CCCCC1.[CH3:24][Si:25](Cl)([CH3:27])[CH3:26]. Product: [Cl:1][C:2]1[CH:7]=[CH:6][C:5]([Si:25]([CH3:27])([CH3:26])[CH3:24])=[C:4]([F:8])[C:3]=1[C:9]([F:12])([F:10])[F:11]. The catalyst class is: 7. (3) Reactant: C(OC(=O)[NH:7][C@H:8]([C:12]1[CH:17]=[CH:16][C:15]([F:18])=[CH:14][CH:13]=1)[CH2:9][CH:10]=O)(C)(C)C.[NH:20]1[CH2:25][CH2:24][O:23][CH2:22][CH2:21]1.C(O[BH-](OC(=O)C)OC(=O)C)(=O)C.[Na+].O. Product: [F:18][C:15]1[CH:14]=[CH:13][C:12]([C@@H:8]([NH2:7])[CH2:9][CH2:10][N:20]2[CH2:25][CH2:24][O:23][CH2:22][CH2:21]2)=[CH:17][CH:16]=1. The catalyst class is: 2.